The task is: Binary Classification. Given a T-cell receptor sequence (or CDR3 region) and an epitope sequence, predict whether binding occurs between them.. This data is from TCR-epitope binding with 47,182 pairs between 192 epitopes and 23,139 TCRs. (1) The epitope is SSNVANYQK. Result: 1 (the TCR binds to the epitope). The TCR CDR3 sequence is CASSRTGVTDTQYF. (2) The epitope is ALSKGVHFV. The TCR CDR3 sequence is CASSYAGLGSGANVLTF. Result: 0 (the TCR does not bind to the epitope). (3) The epitope is RPPIFIRRL. The TCR CDR3 sequence is CASSPRGLGNTIYF. Result: 0 (the TCR does not bind to the epitope).